This data is from Reaction yield outcomes from USPTO patents with 853,638 reactions. The task is: Predict the reaction yield, written as a fraction of the theoretical maximum amount of product (1.0 means a 100% yield; for example, 0.34 means a 34% yield). (1) The reactants are [Br:1][C:2]1[C:3]([NH:8][NH:9][C:10](=O)[CH3:11])=[N:4][CH:5]=[CH:6][CH:7]=1.C(O)(=O)C. The catalyst is C1(C)C=CC=CC=1. The product is [Br:1][C:2]1[C:3]2[N:4]([C:10]([CH3:11])=[N:9][N:8]=2)[CH:5]=[CH:6][CH:7]=1. The yield is 0.840. (2) The catalyst is CCCCCC. The product is [CH3:14][C:15]([C:16]1[CH:17]=[CH:18][CH:19]=[C:14]2[C:15]=1[C@@H:30]1[CH2:31][C:32](=[O:39])[CH2:33][CH2:36][C@H:35]1[CH2:34][O:13]2)([CH2:30][CH2:31][CH2:32][CH2:33][CH2:34][CH3:35])[CH3:16]. The yield is 0.730. The reactants are [Si](OS(C(F)(F)F)(=O)=O)(C)(C)C.[OH:13][C:14]1[CH:19]=[C:18](C(C)(CCCCCC)C)[CH:17]=[C:16](O)[C:15]=1[C@H:30]1[C@H:35]2[CH2:36][C@H:33]([C:34]2(C)C)[C:32](=[O:39])[CH2:31]1.C(Cl)Cl.[N+](C)([O-])=O. (3) The reactants are N1C=CN=C1.Cl.Cl[CH2:8][CH2:9][CH2:10][CH:11]([C:17]1[CH:22]=[CH:21][CH:20]=[CH:19][C:18]=1[C:23]([F:26])([F:25])[F:24])[C:12](=[NH:16])OCC.Cl.Cl.[CH3:29][O:30][C:31]1[N:36]=[C:35](/[CH:37]=[CH:38]/[C:39]([NH:41][NH2:42])=O)[CH:34]=[CH:33][C:32]=1[N:43]1[CH:47]=[C:46]([CH3:48])[N:45]=[CH:44]1.Cl. The catalyst is CO. The product is [CH3:29][O:30][C:31]1[N:36]=[C:35](/[CH:37]=[CH:38]/[C:39]2[N:16]=[C:12]3[CH:11]([C:17]4[CH:22]=[CH:21][CH:20]=[CH:19][C:18]=4[C:23]([F:24])([F:25])[F:26])[CH2:10][CH2:9][CH2:8][N:42]3[N:41]=2)[CH:34]=[CH:33][C:32]=1[N:43]1[CH:47]=[C:46]([CH3:48])[N:45]=[CH:44]1. The yield is 0.860. (4) The reactants are [CH2:1]([C:8]1[CH:9]=[N:10][C:11]2[C:16]([C:17]=1[C:18]1[CH:26]=[CH:25][CH:24]=[C:23]3[C:19]=1[CH:20]=[CH:21][N:22]3[CH2:27][C:28]1[CH:37]=[CH:36][C:31]([C:32]([O:34]C)=[O:33])=[CH:30][CH:29]=1)=[CH:15][CH:14]=[CH:13][C:12]=2[C:38]([F:41])([F:40])[F:39])[C:2]1[CH:7]=[CH:6][CH:5]=[CH:4][CH:3]=1.O.[OH-].[Li+].C(C#N)(C)=O. The catalyst is C1COCC1. The product is [CH2:1]([C:8]1[CH:9]=[N:10][C:11]2[C:16]([C:17]=1[C:18]1[CH:26]=[CH:25][CH:24]=[C:23]3[C:19]=1[CH:20]=[CH:21][N:22]3[CH2:27][C:28]1[CH:29]=[CH:30][C:31]([C:32]([OH:34])=[O:33])=[CH:36][CH:37]=1)=[CH:15][CH:14]=[CH:13][C:12]=2[C:38]([F:41])([F:39])[F:40])[C:2]1[CH:7]=[CH:6][CH:5]=[CH:4][CH:3]=1. The yield is 0.550. (5) The reactants are [Li+].[OH-].[F:3][C:4]1[CH:5]=[C:6]([C:11]2[CH:16]=[CH:15][C:14]([C:17]([O:19]C)=[O:18])=[C:13]([N+:21]([O-:23])=[O:22])[CH:12]=2)[CH:7]=[CH:8][C:9]=1[F:10]. The catalyst is O.C1COCC1.CO. The product is [F:3][C:4]1[CH:5]=[C:6]([C:11]2[CH:16]=[CH:15][C:14]([C:17]([OH:19])=[O:18])=[C:13]([N+:21]([O-:23])=[O:22])[CH:12]=2)[CH:7]=[CH:8][C:9]=1[F:10]. The yield is 0.970. (6) The reactants are [C:1]1([S:7](Cl)(=[O:9])=[O:8])[CH:6]=[CH:5][CH:4]=[CH:3][CH:2]=1.[NH2:11][C:12]1[CH:17]=[CH:16][C:15]([C:18]([C:20]2[CH:25]=[CH:24][C:23]([O:26][CH3:27])=[CH:22][CH:21]=2)=[O:19])=[CH:14][CH:13]=1.N1C=CC=CC=1. The catalyst is ClCCl. The product is [CH3:27][O:26][C:23]1[CH:24]=[CH:25][C:20]([C:18]([C:15]2[CH:16]=[CH:17][C:12]([NH:11][S:7]([C:1]3[CH:6]=[CH:5][CH:4]=[CH:3][CH:2]=3)(=[O:9])=[O:8])=[CH:13][CH:14]=2)=[O:19])=[CH:21][CH:22]=1. The yield is 0.660. (7) The reactants are [Br:1][C:2]1[S:3][C:4]([CH:8]=[O:9])=[C:5]([Br:7])[N:6]=1.[BH4-].[Na+]. The catalyst is CO. The product is [Br:1][C:2]1[S:3][C:4]([CH2:8][OH:9])=[C:5]([Br:7])[N:6]=1. The yield is 0.910.